This data is from Full USPTO retrosynthesis dataset with 1.9M reactions from patents (1976-2016). The task is: Predict the reactants needed to synthesize the given product. (1) Given the product [F:12][C:7]1[CH:6]=[C:5]([CH2:4][C:5]([CH3:10])([CH3:6])[CH:4]=[O:1])[CH:10]=[CH:9][C:8]=1[CH3:11], predict the reactants needed to synthesize it. The reactants are: [OH-:1].[Na+].Cl[CH2:4][C:5]1[CH:10]=[CH:9][C:8]([CH3:11])=[C:7]([F:12])[CH:6]=1. (2) Given the product [Br:25][C:21]1[C:20]([Cl:26])=[C:19]([N:18]2[C:16](=[O:17])[C:15]3[C:14](=[C:30]([F:31])[CH:29]=[CH:28][CH:27]=3)[NH:13][C:2]2=[O:4])[CH:24]=[CH:23][CH:22]=1, predict the reactants needed to synthesize it. The reactants are: Cl[C:2](Cl)([O:4]C(=O)OC(Cl)(Cl)Cl)Cl.[NH2:13][C:14]1[C:30]([F:31])=[CH:29][CH:28]=[CH:27][C:15]=1[C:16]([NH:18][C:19]1[CH:24]=[CH:23][CH:22]=[C:21]([Br:25])[C:20]=1[Cl:26])=[O:17].O.